The task is: Regression. Given two drug SMILES strings and cell line genomic features, predict the synergy score measuring deviation from expected non-interaction effect.. This data is from NCI-60 drug combinations with 297,098 pairs across 59 cell lines. (1) Drug 1: CC1=C(C(CCC1)(C)C)C=CC(=CC=CC(=CC(=O)O)C)C. Drug 2: CC12CCC3C(C1CCC2OP(=O)(O)O)CCC4=C3C=CC(=C4)OC(=O)N(CCCl)CCCl.[Na+]. Cell line: HOP-62. Synergy scores: CSS=-0.607, Synergy_ZIP=7.05, Synergy_Bliss=12.1, Synergy_Loewe=-9.72, Synergy_HSA=-8.69. (2) Drug 1: CNC(=O)C1=NC=CC(=C1)OC2=CC=C(C=C2)NC(=O)NC3=CC(=C(C=C3)Cl)C(F)(F)F. Drug 2: N.N.Cl[Pt+2]Cl. Cell line: M14. Synergy scores: CSS=21.3, Synergy_ZIP=-7.32, Synergy_Bliss=-2.27, Synergy_Loewe=-18.3, Synergy_HSA=-2.38. (3) Drug 1: CNC(=O)C1=CC=CC=C1SC2=CC3=C(C=C2)C(=NN3)C=CC4=CC=CC=N4. Drug 2: CC(C)NC(=O)C1=CC=C(C=C1)CNNC.Cl. Synergy scores: CSS=16.2, Synergy_ZIP=-6.51, Synergy_Bliss=-5.21, Synergy_Loewe=-2.25, Synergy_HSA=-3.12. Cell line: KM12. (4) Drug 1: C1=C(C(=O)NC(=O)N1)F. Drug 2: CCC1(C2=C(COC1=O)C(=O)N3CC4=CC5=C(C=CC(=C5CN(C)C)O)N=C4C3=C2)O.Cl. Cell line: SK-MEL-5. Synergy scores: CSS=44.2, Synergy_ZIP=-14.6, Synergy_Bliss=-17.6, Synergy_Loewe=-13.4, Synergy_HSA=-13.3. (5) Drug 1: CN1C2=C(C=C(C=C2)N(CCCl)CCCl)N=C1CCCC(=O)O.Cl. Drug 2: CN(C(=O)NC(C=O)C(C(C(CO)O)O)O)N=O. Cell line: MCF7. Synergy scores: CSS=2.61, Synergy_ZIP=-1.89, Synergy_Bliss=-0.801, Synergy_Loewe=-2.46, Synergy_HSA=-0.785. (6) Drug 1: CC1=C2C(C(=O)C3(C(CC4C(C3C(C(C2(C)C)(CC1OC(=O)C(C(C5=CC=CC=C5)NC(=O)C6=CC=CC=C6)O)O)OC(=O)C7=CC=CC=C7)(CO4)OC(=O)C)O)C)OC(=O)C. Drug 2: COC1=C2C(=CC3=C1OC=C3)C=CC(=O)O2. Cell line: HOP-62. Synergy scores: CSS=43.7, Synergy_ZIP=-5.65, Synergy_Bliss=-7.52, Synergy_Loewe=-40.9, Synergy_HSA=-9.37.